This data is from Reaction yield outcomes from USPTO patents with 853,638 reactions. The task is: Predict the reaction yield, written as a fraction of the theoretical maximum amount of product (1.0 means a 100% yield; for example, 0.34 means a 34% yield). (1) The reactants are [NH2:1][C:2]1[C:3]([CH3:11])=[C:4]([CH2:9][OH:10])[CH:5]=[CH:6][C:7]=1[CH3:8].[C:12](=[O:15])([O-])O.[Na+].ICl.[I-:19].[C:20](OC(=O)C)(=[O:22])[CH3:21].[CH3:27]N(C1C=CC=CN=1)C. The catalyst is CO.ClCCl. The product is [C:20]([NH:1][C:2]1[C:3]([CH3:11])=[C:4]([C:5]([I:19])=[CH:6][C:7]=1[CH3:8])[CH2:9][O:10][C:12](=[O:15])[CH3:27])(=[O:22])[CH3:21]. The yield is 0.950. (2) The reactants are [N+:1]([C:4]1[CH:9]=[CH:8][C:7]([CH2:10][CH:11]([NH2:22])[C:12]2[N:13]=[C:14]([C:17]3[S:18][CH:19]=[CH:20][CH:21]=3)[S:15][CH:16]=2)=[CH:6][CH:5]=1)([O-:3])=[O:2].[Cl:23][C:24]1[CH:25]=[C:26]([CH2:30][C:31](O)=[O:32])[CH:27]=[CH:28][CH:29]=1.ON1C2C=CC=CC=2N=N1.CN(C)CCCN=C=NCC.C(N(CC)CC)C. The catalyst is CN(C=O)C.O. The product is [Cl:23][C:24]1[CH:25]=[C:26]([CH2:30][C:31]([NH:22][C@H:11]([C:12]2[N:13]=[C:14]([C:17]3[S:18][CH:19]=[CH:20][CH:21]=3)[S:15][CH:16]=2)[CH2:10][C:7]2[CH:6]=[CH:5][C:4]([N+:1]([O-:3])=[O:2])=[CH:9][CH:8]=2)=[O:32])[CH:27]=[CH:28][CH:29]=1. The yield is 0.600. (3) The product is [CH:11]1([C:14]2[CH:18]=[C:17]([NH:19][C:2]([NH:32][C:33]3[CH:38]=[N:37][CH:36]=[C:35]([C:39]([C:41]4[C:49]5[CH:48]=[N:47][CH:46]=[N:45][C:44]=5[N:43]([CH:50]([CH3:52])[CH3:51])[CH:42]=4)=[O:40])[CH:34]=3)=[O:3])[N:16]([C:20]3[CH:21]=[N:22][N:23]([CH3:25])[CH:24]=3)[N:15]=2)[CH2:13][CH2:12]1. The reactants are Cl[C:2](OC1C=CC=CC=1)=[O:3].[CH:11]1([C:14]2[CH:18]=[C:17]([NH2:19])[N:16]([C:20]3[CH:21]=[N:22][N:23]([CH3:25])[CH:24]=3)[N:15]=2)[CH2:13][CH2:12]1.N1C=CC=CC=1.[NH2:32][C:33]1[CH:34]=[C:35]([C:39]([C:41]2[C:49]3[CH:48]=[N:47][CH:46]=[N:45][C:44]=3[N:43]([CH:50]([CH3:52])[CH3:51])[CH:42]=2)=[O:40])[CH:36]=[N:37][CH:38]=1. The catalyst is C1COCC1.CN(C=O)C.C(OCC)(=O)C. The yield is 0.150. (4) The reactants are F[P-](F)(F)(F)(F)F.N1(OC(N(C)C)=[N+](C)C)C2N=CC=CC=2N=N1.[C:25]([O:29][C:30]([NH:32][C:33]1([C:48](O)=[O:49])[CH2:38][CH2:37][N:36]([C:39]2[C:40]3[CH:47]=[CH:46][NH:45][C:41]=3[N:42]=[CH:43][N:44]=2)[CH2:35][CH2:34]1)=[O:31])([CH3:28])([CH3:27])[CH3:26].C(N(CC)C(C)C)(C)C.[NH2:60][CH:61]([C:68]1[CH:73]=[CH:72][C:71]([Cl:74])=[CH:70][CH:69]=1)[CH2:62][CH2:63][S:64]([NH2:67])(=[O:66])=[O:65]. The catalyst is CN1C(=O)CCC1.CO. The product is [Cl:74][C:71]1[CH:70]=[CH:69][C:68]([CH:61]([NH:60][C:48]([C:33]2([NH:32][C:30](=[O:31])[O:29][C:25]([CH3:28])([CH3:26])[CH3:27])[CH2:34][CH2:35][N:36]([C:39]3[C:40]4[CH:47]=[CH:46][NH:45][C:41]=4[N:42]=[CH:43][N:44]=3)[CH2:37][CH2:38]2)=[O:49])[CH2:62][CH2:63][S:64](=[O:65])(=[O:66])[NH2:67])=[CH:73][CH:72]=1. The yield is 0.349. (5) The reactants are [CH3:1][C:2]1[CH:3]=[C:4]([CH:12]=[C:13]([CH3:15])[CH:14]=1)[O:5][CH2:6][C:7]([O:9]CC)=[O:8].[OH-].[Na+].Cl. The catalyst is CO. The product is [CH3:1][C:2]1[CH:3]=[C:4]([CH:12]=[C:13]([CH3:15])[CH:14]=1)[O:5][CH2:6][C:7]([OH:9])=[O:8]. The yield is 0.950. (6) The reactants are [CH3:1][C:2]1[C:6]2[C:7](=[O:19])[N:8]([CH2:11][CH2:12][N:13]3[CH2:18][CH2:17][O:16][CH2:15][CH2:14]3)[CH2:9][CH2:10][C:5]=2[NH:4][C:3]=1[CH:20]=O.[F:22][C:23]1[CH:24]=[C:25]2[C:29](=[CH:30][C:31]=1[NH:32][C:33](=[O:37])[CH2:34][O:35][CH3:36])[NH:28][C:27](=[O:38])[CH2:26]2. The yield is 0.844. No catalyst specified. The product is [F:22][C:23]1[CH:24]=[C:25]2[C:29](=[CH:30][C:31]=1[NH:32][C:33](=[O:37])[CH2:34][O:35][CH3:36])[NH:28][C:27](=[O:38])[C:26]2=[CH:20][C:3]1[NH:4][C:5]2[CH2:10][CH2:9][N:8]([CH2:11][CH2:12][N:13]3[CH2:14][CH2:15][O:16][CH2:17][CH2:18]3)[C:7](=[O:19])[C:6]=2[C:2]=1[CH3:1]. (7) The reactants are [F:1][C:2]1[C:3]([NH:23][CH3:24])=[CH:4][C:5]2[O:10][CH2:9][N:8]([C:11]3[CH:20]=[CH:19][C:14]([C:15]([O:17]C)=[O:16])=[CH:13][CH:12]=3)[C:7](=[O:21])[C:6]=2[CH:22]=1.[OH-].[Na+]. The catalyst is O1CCOCC1.O. The product is [F:1][C:2]1[C:3]([NH:23][CH3:24])=[CH:4][C:5]2[O:10][CH2:9][N:8]([C:11]3[CH:12]=[CH:13][C:14]([C:15]([OH:17])=[O:16])=[CH:19][CH:20]=3)[C:7](=[O:21])[C:6]=2[CH:22]=1. The yield is 0.410. (8) The reactants are [NH2:1][C:2]1[CH:10]=[CH:9][CH:8]=[C:7]([Cl:11])[C:3]=1[C:4]([OH:6])=[O:5].FC1C=CC=CC=1C(Cl)=O.[CH3:22][O:23][C:24]1[CH:32]=[CH:31][CH:30]=[CH:29][C:25]=1[C:26](Cl)=O. The catalyst is C(Cl)(Cl)Cl.CCCCCC. The product is [Cl:11][C:7]1[C:3]2[C:4](=[O:6])[O:5][C:26]([C:25]3[CH:29]=[CH:30][CH:31]=[CH:32][C:24]=3[O:23][CH3:22])=[N:1][C:2]=2[CH:10]=[CH:9][CH:8]=1. The yield is 0.490.